Dataset: TCR-epitope binding with 47,182 pairs between 192 epitopes and 23,139 TCRs. Task: Binary Classification. Given a T-cell receptor sequence (or CDR3 region) and an epitope sequence, predict whether binding occurs between them. (1) The epitope is HTTDPSFLGRY. The TCR CDR3 sequence is CASLPDSWWGEQFF. Result: 1 (the TCR binds to the epitope). (2) The TCR CDR3 sequence is CASGKGSEAFF. The epitope is RQLLFVVEV. Result: 1 (the TCR binds to the epitope).